From a dataset of Reaction yield outcomes from USPTO patents with 853,638 reactions. Predict the reaction yield, written as a fraction of the theoretical maximum amount of product (1.0 means a 100% yield; for example, 0.34 means a 34% yield). (1) The reactants are [O:1]1[CH:5]=[C:4]([CH:6]([C:8]2[N:9]=[CH:10][O:11][CH:12]=2)O)[N:3]=[CH:2]1.CCN(C(C)C)C(C)C.CS(Cl)(=O)=O.[N:27]1([C:33]([O:35][C:36]([CH3:39])([CH3:38])[CH3:37])=[O:34])[CH2:32][CH2:31][NH:30][CH2:29][CH2:28]1. The catalyst is C(Cl)Cl. The product is [O:1]1[CH:5]=[C:4]([CH:6]([C:8]2[N:9]=[CH:10][O:11][CH:12]=2)[N:30]2[CH2:29][CH2:28][N:27]([C:33]([O:35][C:36]([CH3:39])([CH3:38])[CH3:37])=[O:34])[CH2:32][CH2:31]2)[N:3]=[CH:2]1. The yield is 0.280. (2) The reactants are C[O:2][C:3](=O)[CH2:4][C:5]([CH3:7])=[O:6].[H-].[Na+].[Li]CCCC.[CH3:16][O:17][C:18]1[CH:23]=[C:22]([O:24][CH3:25])[CH:21]=[CH:20][C:19]=1[CH2:26][CH2:27][C:28]([CH:30]1[CH2:34][CH2:33][CH2:32][CH2:31]1)=[O:29]. The catalyst is C1COCC1. The product is [CH3:16][O:17][C:18]1[CH:23]=[C:22]([O:24][CH3:25])[CH:21]=[CH:20][C:19]=1[CH2:26][CH2:27][C:28]1([CH:30]2[CH2:31][CH2:32][CH2:33][CH2:34]2)[O:29][C:3](=[O:2])[CH2:4][C:5](=[O:6])[CH2:7]1. The yield is 0.520. (3) The catalyst is C(O)C. The reactants are [CH:1]1[C:9]2[C:8]3[CH:10]=[CH:11][CH:12]=[CH:13][C:7]=3[O:6][C:5]=2[C:4](B(O)O)=[CH:3][CH:2]=1.[OH:17]O.O. The product is [CH:1]1[C:9]2[C:8]3[CH:10]=[CH:11][CH:12]=[CH:13][C:7]=3[O:6][C:5]=2[C:4]([OH:17])=[CH:3][CH:2]=1. The yield is 0.576. (4) The reactants are Br[CH2:2][C:3](Br)=[O:4].[I:6][C:7]1[CH:13]=[CH:12][C:10]([NH2:11])=[CH:9][CH:8]=1.CCN(CC)CC.[NH:21]1[CH2:26][CH2:25][O:24][CH2:23][CH2:22]1. The catalyst is C1C=CC=CC=1.CCOC(C)=O. The product is [I:6][C:7]1[CH:13]=[CH:12][C:10]([NH:11][C:3](=[O:4])[CH2:2][N:21]2[CH2:26][CH2:25][O:24][CH2:23][CH2:22]2)=[CH:9][CH:8]=1. The yield is 0.910. (5) The reactants are [CH2:1]([O:5][C:6]1[N:11]=[C:10]([N:12]([CH2:22][C:23]2[CH:28]=[CH:27][C:26]([O:29][CH3:30])=[CH:25][CH:24]=2)[CH2:13][C:14]2[CH:19]=[CH:18][C:17]([O:20][CH3:21])=[CH:16][CH:15]=2)[C:9]2[NH:31][C:32](=[O:34])[NH:33][C:8]=2[CH:7]=1)[CH2:2][CH2:3][CH3:4].C(=O)([O-])[O-].[K+].[K+].[CH2:41](Br)[C:42]1[CH:47]=[CH:46][CH:45]=[CH:44][CH:43]=1. The catalyst is CN(C=O)C.C(OCC)(=O)C. The product is [CH2:41]([N:33]1[C:8]2[CH:7]=[C:6]([O:5][CH2:1][CH2:2][CH2:3][CH3:4])[N:11]=[C:10]([N:12]([CH2:13][C:14]3[CH:15]=[CH:16][C:17]([O:20][CH3:21])=[CH:18][CH:19]=3)[CH2:22][C:23]3[CH:28]=[CH:27][C:26]([O:29][CH3:30])=[CH:25][CH:24]=3)[C:9]=2[N:31]=[C:32]1[OH:34])[C:42]1[CH:47]=[CH:46][CH:45]=[CH:44][CH:43]=1. The yield is 0.110.